This data is from Full USPTO retrosynthesis dataset with 1.9M reactions from patents (1976-2016). The task is: Predict the reactants needed to synthesize the given product. (1) Given the product [C:26]([O:30][C:31]([NH:33][C@@H:34]([CH3:43])[C:35](=[O:42])[CH:36]([CH2:2][C:3]([C:5]1[CH:14]=[CH:13][CH:12]=[C:11]2[C:6]=1[N:7]=[C:8]([NH:16][C:17]1([CH3:20])[CH2:19][CH2:18]1)[C:9]([CH3:15])=[N:10]2)=[O:4])[C:37]([O:39][CH2:40][CH3:41])=[O:38])=[O:32])([CH3:28])([CH3:29])[CH3:27], predict the reactants needed to synthesize it. The reactants are: Br[CH2:2][C:3]([C:5]1[CH:14]=[CH:13][CH:12]=[C:11]2[C:6]=1[N:7]=[C:8]([NH:16][C:17]1([CH3:20])[CH2:19][CH2:18]1)[C:9]([CH3:15])=[N:10]2)=[O:4].CN(C=O)C.[C:26]([O:30][C:31]([NH:33][C@H:34]([CH3:43])[C:35](=[O:42])[CH2:36][C:37]([O:39][CH2:40][CH3:41])=[O:38])=[O:32])([CH3:29])([CH3:28])[CH3:27].C([O-])([O-])=O.[K+].[K+]. (2) The reactants are: [CH3:1][C:2]1[S:6][C:5]([C:7]2[CH:12]=[CH:11][N:10]=[CH:9][C:8]=2[N:13]2[CH2:18][CH2:17][CH:16]([C:19]([OH:21])=O)[CH2:15][CH2:14]2)=[N:4][N:3]=1.Cl.[CH3:23][C@:24]1([C:29]([O:31][CH3:32])=[O:30])[CH2:28][CH2:27][CH2:26][NH:25]1.CN(C(ON1N=NC2C=CC=NC1=2)=[N+](C)C)C.F[P-](F)(F)(F)(F)F.CCN(C(C)C)C(C)C. Given the product [CH3:23][C@:24]1([C:29]([O:31][CH3:32])=[O:30])[CH2:28][CH2:27][CH2:26][N:25]1[C:19]([CH:16]1[CH2:15][CH2:14][N:13]([C:8]2[CH:9]=[N:10][CH:11]=[CH:12][C:7]=2[C:5]2[S:6][C:2]([CH3:1])=[N:3][N:4]=2)[CH2:18][CH2:17]1)=[O:21], predict the reactants needed to synthesize it. (3) Given the product [F:1][C:2]1[CH:3]=[CH:4][C:5]([C:8]2[C:18]([C:19]3[CH:24]=[CH:23][C:22](=[O:25])[N:21]([C:26]4[CH:31]=[CH:30][CH:29]=[CH:28][C:27]=4[CH3:32])[N:20]=3)=[C:11]3[NH:12][CH2:13][CH:14]([CH:16]=[N:33][OH:34])[CH2:15][N:10]3[N:9]=2)=[CH:6][CH:7]=1, predict the reactants needed to synthesize it. The reactants are: [F:1][C:2]1[CH:7]=[CH:6][C:5]([C:8]2[C:18]([C:19]3[CH:24]=[CH:23][C:22](=[O:25])[N:21]([C:26]4[CH:31]=[CH:30][CH:29]=[CH:28][C:27]=4[CH3:32])[N:20]=3)=[C:11]3[NH:12][CH2:13][CH:14]([CH:16]=O)[CH2:15][N:10]3[N:9]=2)=[CH:4][CH:3]=1.[NH2:33][OH:34].ClCCl. (4) Given the product [Cl:1][C:2]1[C:3]2[N:10]([CH3:18])[C:9]([C:11]3[O:12][CH:13]=[CH:14][CH:15]=3)=[CH:8][C:4]=2[N:5]=[CH:6][N:7]=1, predict the reactants needed to synthesize it. The reactants are: [Cl:1][C:2]1[C:3]2[NH:10][C:9]([C:11]3[O:12][CH:13]=[CH:14][CH:15]=3)=[CH:8][C:4]=2[N:5]=[CH:6][N:7]=1.[H-].[Na+].[CH3:18]I.[Cl-].[NH4+]. (5) Given the product [C:28]([C:32]1[CH:37]=[CH:36][C:35]([C:21]2[C:22]([CH3:24])=[CH:23][C:18]([O:17][CH:14]([C:11]3[S:10][C:9]([C:7]([NH:6][CH2:5][CH2:4][C:3]([OH:2])=[O:27])=[O:8])=[CH:13][CH:12]=3)[CH2:15][CH3:16])=[CH:19][C:20]=2[CH3:26])=[CH:34][CH:33]=1)([CH3:31])([CH3:30])[CH3:29], predict the reactants needed to synthesize it. The reactants are: C[O:2][C:3](=[O:27])[CH2:4][CH2:5][NH:6][C:7]([C:9]1[S:10][C:11]([CH:14]([O:17][C:18]2[CH:23]=[C:22]([CH3:24])[C:21](I)=[C:20]([CH3:26])[CH:19]=2)[CH2:15][CH3:16])=[CH:12][CH:13]=1)=[O:8].[C:28]([C:32]1[CH:37]=[CH:36][C:35](B(O)O)=[CH:34][CH:33]=1)([CH3:31])([CH3:30])[CH3:29].